This data is from Full USPTO retrosynthesis dataset with 1.9M reactions from patents (1976-2016). The task is: Predict the reactants needed to synthesize the given product. (1) Given the product [CH3:3][O:4][CH2:14][CH2:15][O:16][CH2:14][CH2:15][O:16][CH2:5][CH2:3][O:4][CH3:5].[CH:1]1[CH:13]=[N:12]/[C:5](=[CH:6]\[NH:7][NH:8][C:9]([NH2:11])=[S:10])/[C:3](=[O:4])[CH:2]=1, predict the reactants needed to synthesize it. The reactants are: [CH:1]1[CH:13]=[N:12]/[C:5](=[CH:6]\[NH:7][NH:8][C:9]([NH2:11])=[S:10])/[C:3](=[O:4])[CH:2]=1.[CH3:14][C:15](N(C)C)=[O:16]. (2) Given the product [Br:1][C:2]1[CH:7]=[C:6]2[C:5](=[CH:4][C:3]=1[O:22][CH3:23])[NH:8][C:9]([C:16]1[CH:17]=[CH:18][CH:19]=[CH:20][CH:21]=1)=[CH:10][C:11]2=[O:13], predict the reactants needed to synthesize it. The reactants are: [Br:1][C:2]1[CH:7]=[CH:6][C:5]([NH:8]/[C:9](/[C:16]2[CH:21]=[CH:20][CH:19]=[CH:18][CH:17]=2)=[CH:10]\[C:11]([O:13]CC)=O)=[CH:4][C:3]=1[O:22][CH3:23]. (3) Given the product [Cl:12][C:9]1[CH:10]=[CH:11][C:6]([NH:5][C:31]([NH:30][C:24]2[CH:25]=[CH:26][CH:27]=[C:28]([Cl:29])[C:23]=2[Cl:22])=[O:32])=[C:7]([OH:21])[C:8]=1[S:13]([NH:16][CH2:17][CH:18]1[CH2:20][CH2:19]1)(=[O:14])=[O:15], predict the reactants needed to synthesize it. The reactants are: NC(N)=O.[NH2:5][C:6]1[C:7]([OH:21])=[C:8]([S:13]([NH:16][CH2:17][CH:18]2[CH2:20][CH2:19]2)(=[O:15])=[O:14])[C:9]([Cl:12])=[CH:10][CH:11]=1.[Cl:22][C:23]1[C:28]([Cl:29])=[CH:27][CH:26]=[CH:25][C:24]=1[N:30]=[C:31]=[O:32]. (4) Given the product [CH:1]([NH:4][C:5]([CH:7]1[C:15]2[C:10](=[CH:11][C:12]([Cl:35])=[C:13]([NH:16][C:17]([C:19]3[N:20]([C:28]4[C:33]([Cl:34])=[CH:32][CH:31]=[CH:30][N:29]=4)[N:21]=[C:22]([C:24]([F:25])([F:26])[F:27])[CH:23]=3)=[O:18])[CH:14]=2)[CH2:9][CH:8]1[F:43])=[O:6])([CH3:3])[CH3:2], predict the reactants needed to synthesize it. The reactants are: [CH:1]([NH:4][C:5]([CH:7]1[C:15]2[C:10](=[CH:11][C:12]([Cl:35])=[C:13]([NH:16][C:17]([C:19]3[N:20]([C:28]4[C:33]([Cl:34])=[CH:32][CH:31]=[CH:30][N:29]=4)[N:21]=[C:22]([C:24]([F:27])([F:26])[F:25])[CH:23]=3)=[O:18])[CH:14]=2)[CH2:9][CH:8]1O)=[O:6])([CH3:3])[CH3:2].C(N(S(F)(F)[F:43])CC)C.O. (5) Given the product [NH:4]1[CH2:5][CH2:6][CH:7]([CH2:10][CH2:11][C:12]([C:14]2[CH:15]=[C:16]3[C:21]4=[C:22]([CH2:24][CH2:25][N:20]4[C:19](=[O:26])[CH2:18][CH2:17]3)[CH:23]=2)=[O:13])[CH2:8][CH2:9]1, predict the reactants needed to synthesize it. The reactants are: C([N:4]1[CH2:9][CH2:8][CH:7]([CH2:10][CH2:11][C:12]([C:14]2[CH:15]=[C:16]3[C:21]4=[C:22]([CH2:24][CH2:25][N:20]4[C:19](=[O:26])[CH2:18][CH2:17]3)[CH:23]=2)=[O:13])[CH2:6][CH2:5]1)(=O)C.Cl. (6) The reactants are: [NH2:1][C:2]1[CH:11]=[CH:10][C:9](I)=[CH:8][C:3]=1[C:4]([O:6][CH3:7])=[O:5].C1C[O:16][CH2:15]C1.C([SnH](CCCC)CCCC)CCC. Given the product [NH2:1][C:2]1[CH:11]=[CH:10][C:9]([CH:15]=[O:16])=[CH:8][C:3]=1[C:4]([O:6][CH3:7])=[O:5], predict the reactants needed to synthesize it. (7) Given the product [O:1]([C:8]1[CH:15]=[CH:14][CH:13]=[CH:12][C:9]=1[C:10]1[N:29]=[N:30][NH:21][C:20]=1[C:19]([O:18][CH2:16][CH3:17])=[O:24])[C:2]1[CH:7]=[CH:6][CH:5]=[CH:4][CH:3]=1, predict the reactants needed to synthesize it. The reactants are: [O:1]([C:8]1[CH:15]=[CH:14][CH:13]=[CH:12][C:9]=1[CH:10]=O)[C:2]1[CH:7]=[CH:6][CH:5]=[CH:4][CH:3]=1.[CH2:16]([O:18][C:19](=[O:24])[CH2:20][N+:21]([O-])=O)[CH3:17].[Si]([N:29]=[N+:30]=[N-])(C)(C)C.[F-]. (8) Given the product [NH2:14][C:5]1[C:6]([NH:8][CH:9]([CH3:13])[CH2:10][C:11]#[N:12])=[CH:7][C:2]([Br:1])=[N:3][CH:4]=1, predict the reactants needed to synthesize it. The reactants are: [Br:1][C:2]1[CH:7]=[C:6]([NH:8][CH:9]([CH3:13])[CH2:10][C:11]#[N:12])[C:5]([N+:14]([O-])=O)=[CH:4][N:3]=1.[Cl-].[NH4+].O.